Dataset: Catalyst prediction with 721,799 reactions and 888 catalyst types from USPTO. Task: Predict which catalyst facilitates the given reaction. (1) Reactant: [CH3:1][C:2]1([CH3:10])[CH2:7][CH:6]([CH2:8][OH:9])[CH2:5][CH2:4][O:3]1.N1C=CC=CC=1.[C:17]1([CH3:27])[CH:22]=[CH:21][C:20]([S:23](Cl)(=[O:25])=[O:24])=[CH:19][CH:18]=1. Product: [CH3:27][C:17]1[CH:22]=[CH:21][C:20]([S:23]([O:9][CH2:8][CH:6]2[CH2:5][CH2:4][O:3][C:2]([CH3:10])([CH3:1])[CH2:7]2)(=[O:25])=[O:24])=[CH:19][CH:18]=1. The catalyst class is: 64. (2) Reactant: [N:1]1[CH:2]=[CH:3][N:4]2[CH:9]=[C:8]([CH:10]([C:12]3[N:16]4[N:17]=[C:18]([C:21]5[CH:22]=[N:23][N:24]([CH3:26])[CH:25]=5)[CH:19]=[CH:20][C:15]4=[N:14][CH:13]=3)[CH3:11])[CH:7]=[CH:6][C:5]=12.C1C(=O)N([Br:34])C(=O)C1. Product: [Br:34][C:3]1[N:4]2[CH:9]=[C:8]([CH:10]([C:12]3[N:16]4[N:17]=[C:18]([C:21]5[CH:22]=[N:23][N:24]([CH3:26])[CH:25]=5)[CH:19]=[CH:20][C:15]4=[N:14][CH:13]=3)[CH3:11])[CH:7]=[CH:6][C:5]2=[N:1][CH:2]=1. The catalyst class is: 2. (3) Reactant: [CH:1]([NH:3][CH:4]([CH2:9][C:10]1[CH:15]=[CH:14][CH:13]=[CH:12][CH:11]=1)[C:5]([O:7][CH3:8])=[O:6])=O.C(N(CC)CC)C.P(Cl)(Cl)(Cl)=O.C(=O)([O-])[O-].[K+].[K+]. Product: [N+:3]([CH:4]([CH2:9][C:10]1[CH:11]=[CH:12][CH:13]=[CH:14][CH:15]=1)[C:5]([O:7][CH3:8])=[O:6])#[C-:1]. The catalyst class is: 4. (4) Reactant: [N:1]1([C@@H:10]([C:15]2[CH:20]=[CH:19][CH:18]=[C:17]([F:21])[CH:16]=2)[C@H:11]([OH:14])[CH2:12]O)[C:9]2[C:4](=[CH:5][CH:6]=[CH:7][CH:8]=2)[CH2:3][CH2:2]1.[CH2:22]([N:24](CC)CC)C.C1(C)C=CC(S(Cl)(=O)=O)=CC=1.CN.C(O)C. Product: [F:21][C:17]1[CH:16]=[C:15]([C@H:10]([N:1]2[C:9]3[C:4](=[CH:5][CH:6]=[CH:7][CH:8]=3)[CH:3]=[CH:2]2)[C@H:11]([OH:14])[CH2:12][NH:24][CH3:22])[CH:20]=[CH:19][CH:18]=1. The catalyst class is: 4. (5) Reactant: Cl[C:2]1[N:6]([CH2:7][C:8]2[CH:13]=[CH:12][C:11]([C:14]3[CH:19]=[CH:18][CH:17]=[CH:16][C:15]=3[C:20]#[N:21])=[CH:10][CH:9]=2)[C:5]2[C:22]([C:26]([O:28][CH2:29][CH3:30])=[O:27])=[CH:23][CH:24]=[CH:25][C:4]=2[N:3]=1.[CH3:31][CH2:32][O-:33].[Na+]. Product: [C:20]([C:15]1[CH:16]=[CH:17][CH:18]=[CH:19][C:14]=1[C:11]1[CH:12]=[CH:13][C:8]([CH2:7][N:6]2[C:5]3[C:22]([C:26]([O:28][CH2:29][CH3:30])=[O:27])=[CH:23][CH:24]=[CH:25][C:4]=3[N:3]=[C:2]2[O:33][CH2:32][CH3:31])=[CH:9][CH:10]=1)#[N:21]. The catalyst class is: 8. (6) Reactant: [C:1](Cl)(=[O:6])[O:2][CH:3]([CH3:5])[CH3:4].[F:8][C:9]1[CH:10]=[CH:11][C:12]2[NH:16][C:15](=[O:17])[N:14]([CH:18]3[CH2:23][CH2:22][N:21]([C:24]4([CH3:29])[CH2:28][CH2:27][NH:26][CH2:25]4)[CH2:20][CH2:19]3)[C:13]=2[CH:30]=1.C(N(CC)CC)C.O. Product: [F:8][C:9]1[CH:10]=[CH:11][C:12]2[NH:16][C:15](=[O:17])[N:14]([CH:18]3[CH2:23][CH2:22][N:21]([C:24]4([CH3:29])[CH2:28][CH2:27][N:26]([C:1]([O:2][CH:3]([CH3:5])[CH3:4])=[O:6])[CH2:25]4)[CH2:20][CH2:19]3)[C:13]=2[CH:30]=1. The catalyst class is: 4.